From a dataset of Reaction yield outcomes from USPTO patents with 853,638 reactions. Predict the reaction yield, written as a fraction of the theoretical maximum amount of product (1.0 means a 100% yield; for example, 0.34 means a 34% yield). (1) The reactants are [Br-].[CH2:2]([Zn+])[C:3]1[CH:8]=[CH:7][CH:6]=[CH:5][CH:4]=1.[Cl:10][C:11]1[C:16]([CH3:17])=[C:15](Cl)[N:14]=[CH:13][N:12]=1. No catalyst specified. The product is [CH2:2]([C:15]1[C:16]([CH3:17])=[C:11]([Cl:10])[N:12]=[CH:13][N:14]=1)[C:3]1[CH:8]=[CH:7][CH:6]=[CH:5][CH:4]=1. The yield is 0.320. (2) The reactants are C(OC(=O)C)C.[ClH:7].[CH2:8]([N:10]1[C:16](=[O:17])[C:15]([CH3:19])([CH3:18])[C:14](=[O:20])[N:13]([CH3:21])[C:12]2[CH:22]=[C:23]([O:26][CH2:27][CH2:28][CH2:29][NH:30][CH2:31][CH2:32][C:33]3[CH:34]=[N:35][CH:36]=[CH:37][CH:38]=3)[CH:24]=[CH:25][C:11]1=2)[CH3:9]. The catalyst is C(OCC)(=O)C. The product is [ClH:7].[ClH:7].[CH2:8]([N:10]1[C:16](=[O:17])[C:15]([CH3:19])([CH3:18])[C:14](=[O:20])[N:13]([CH3:21])[C:12]2[CH:22]=[C:23]([O:26][CH2:27][CH2:28][CH2:29][NH:30][CH2:31][CH2:32][C:33]3[CH:34]=[N:35][CH:36]=[CH:37][CH:38]=3)[CH:24]=[CH:25][C:11]1=2)[CH3:9]. The yield is 0.850. (3) The reactants are [CH:1](=[O:10])[CH2:2][CH2:3][C:4]1[CH:9]=[CH:8][CH:7]=[CH:6][CH:5]=1.[CH:11](=[O:15])[CH:12]([CH3:14])[CH3:13].N1CCC[C@H]1C(O)=O. The catalyst is CN(C)C=O.C(OCC)(=O)C. The product is [CH2:3]([C@@H:2]([C@@H:11]([OH:15])[CH:12]([CH3:14])[CH3:13])[CH:1]=[O:10])[C:4]1[CH:9]=[CH:8][CH:7]=[CH:6][CH:5]=1. The yield is 0.750. (4) The product is [Br:13][C:12]1[C:8]([C:4]2[CH:3]=[C:2]([NH:1][C:32](=[O:33])[CH2:31][C:28]3[CH:29]=[CH:30][C:25]([O:24][C:23]([F:35])([F:22])[F:36])=[CH:26][CH:27]=3)[CH:7]=[CH:6][CH:5]=2)=[N:9][N:10]([CH3:14])[CH:11]=1. The catalyst is CN(C=O)C. The reactants are [NH2:1][C:2]1[CH:3]=[C:4]([C:8]2[C:12]([Br:13])=[CH:11][N:10]([CH3:14])[N:9]=2)[CH:5]=[CH:6][CH:7]=1.C(N(CC)CC)C.[F:22][C:23]([F:36])([F:35])[O:24][C:25]1[CH:30]=[CH:29][C:28]([CH2:31][C:32](O)=[O:33])=[CH:27][CH:26]=1.CN(C(ON1N=NC2C=CC=CC1=2)=[N+](C)C)C.F[P-](F)(F)(F)(F)F.C1C=CC2N(O)N=NC=2C=1. The yield is 0.680. (5) The reactants are [Br:1][C:2]1[CH:3]=[C:4]([N+:8]([O-:10])=[O:9])[CH:5]=[CH:6][CH:7]=1.CO[NH3+:13].[Cl-].CC(C)([O-])C.[K+]. The catalyst is CN(C=O)C.[Cu]Cl. The product is [NH2:13][C:3]1[C:2]([Br:1])=[CH:7][CH:6]=[CH:5][C:4]=1[N+:8]([O-:10])=[O:9]. The yield is 0.0600.